Task: Predict the reaction yield, written as a fraction of the theoretical maximum amount of product (1.0 means a 100% yield; for example, 0.34 means a 34% yield).. Dataset: Reaction yield outcomes from USPTO patents with 853,638 reactions (1) The reactants are [CH2:1]([C@@H:5]1[NH:10][CH2:9][C@H:8]([CH2:11][CH2:12][CH3:13])[NH:7][C:6]1=[O:14])[CH:2]([CH3:4])[CH3:3].[F:15][C:16]1[CH:21]=[C:20]([F:22])[CH:19]=[CH:18][C:17]=1[C:23]1[O:27][N:26]=[C:25]([C:28](O)=[O:29])[CH:24]=1.C([C@@H]1N(C(=O)/C=C/C2C=CC=CC=2)C[C@H](CC(C)C)NC1=O)C(C)C. No catalyst specified. The product is [F:15][C:16]1[CH:21]=[C:20]([F:22])[CH:19]=[CH:18][C:17]=1[C:23]1[O:27][N:26]=[C:25]([C:28]([N:10]2[CH2:9][C@H:8]([CH2:11][CH2:12][CH3:13])[NH:7][C:6](=[O:14])[C@@H:5]2[CH2:1][CH:2]([CH3:4])[CH3:3])=[O:29])[CH:24]=1. The yield is 0.910. (2) The reactants are [F:1][C:2]1[CH:10]=[C:9]([F:11])[CH:8]=[C:7]2[C:3]=1[C:4](I)=[N:5][NH:6]2.[H-].[Na+].C([Mg]Cl)(C)C.[CH2:20]([Sn:24]([CH2:30][CH2:31][CH2:32][CH3:33])([CH2:26][CH2:27][CH2:28][CH3:29])Cl)[CH2:21][CH2:22][CH3:23]. The catalyst is C1COCC1. The product is [F:1][C:2]1[CH:10]=[C:9]([F:11])[CH:8]=[C:7]2[C:3]=1[C:4]([Sn:24]([CH2:26][CH2:27][CH2:28][CH3:29])([CH2:30][CH2:31][CH2:32][CH3:33])[CH2:20][CH2:21][CH2:22][CH3:23])=[N:5][NH:6]2. The yield is 0.580.